From a dataset of Reaction yield outcomes from USPTO patents with 853,638 reactions. Predict the reaction yield, written as a fraction of the theoretical maximum amount of product (1.0 means a 100% yield; for example, 0.34 means a 34% yield). (1) The reactants are [H-].[Na+].[C:3]([O:7][C:8](=[O:24])[NH:9][C@@H:10]1[C:16](=[O:17])[NH:15][C:14]2[CH:18]=[C:19]([F:22])[CH:20]=[CH:21][C:13]=2[O:12][C@@H:11]1[CH3:23])([CH3:6])([CH3:5])[CH3:4].[CH2:25](Br)[CH:26]=[CH2:27]. The catalyst is CN(C)C=O. The product is [C:3]([O:7][C:8](=[O:24])[NH:9][C@@H:10]1[C:16](=[O:17])[N:15]([CH2:27][CH:26]=[CH2:25])[C:14]2[CH:18]=[C:19]([F:22])[CH:20]=[CH:21][C:13]=2[O:12][C@@H:11]1[CH3:23])([CH3:6])([CH3:4])[CH3:5]. The yield is 0.990. (2) The reactants are [CH3:1][O:2][C:3](=[O:14])[CH2:4][O:5][C:6]1[CH:11]=[CH:10][C:9]([CH:12]=[O:13])=[CH:8][CH:7]=1.[B-].[Na+].Cl. The catalyst is CO. The product is [CH3:1][O:2][C:3](=[O:14])[CH2:4][O:5][C:6]1[CH:11]=[CH:10][C:9]([CH2:12][OH:13])=[CH:8][CH:7]=1. The yield is 0.620. (3) The reactants are [N:1]1[CH:6]=[CH:5][C:4]([CH2:7][C:8](=O)[CH3:9])=[CH:3][CH:2]=1.Cl.[Br:12][C:13]1[CH:18]=[CH:17][C:16]([NH:19]N)=[CH:15][CH:14]=1.S(=O)(=O)(O)O. The catalyst is C(O)CC. The product is [Br:12][C:13]1[CH:18]=[C:17]2[C:16](=[CH:15][CH:14]=1)[NH:19][C:8]([CH3:9])=[C:7]2[C:4]1[CH:5]=[CH:6][N:1]=[CH:2][CH:3]=1. The yield is 0.990. (4) The reactants are C(N(C(C)C)CC)(C)C.[CH3:10][S:11](Cl)(=[O:13])=[O:12].[OH:15][CH2:16][CH2:17][NH:18][S:19]([C:22]1[CH:27]=[CH:26][C:25]([I:28])=[CH:24][CH:23]=1)(=[O:21])=[O:20]. The catalyst is CCOC(C)=O. The product is [CH3:10][S:11]([O:15][CH2:16][CH2:17][NH:18][S:19]([C:22]1[CH:27]=[CH:26][C:25]([I:28])=[CH:24][CH:23]=1)(=[O:21])=[O:20])(=[O:13])=[O:12]. The yield is 0.450. (5) The reactants are Cl[C:2]1[CH:11]=[C:10]([O:12][CH2:13][C:14]2[CH:19]=[CH:18][C:17]([O:20][CH3:21])=[CH:16][CH:15]=2)[C:9]2[C:4](=[C:5]([CH3:24])[C:6]([O:22][CH3:23])=[CH:7][CH:8]=2)[N:3]=1.[F:25][C:26]([F:33])([F:32])[C:27]1[CH:31]=[CH:30][NH:29][N:28]=1.ClC1C(OC)=CC=C2C=1N=C(N1C=CC(C(F)(F)F)=N1)C=C2OCC1C=CC(OC)=CC=1. No catalyst specified. The product is [CH3:23][O:22][C:6]1[C:5]([CH3:24])=[C:4]2[C:9]([C:10]([O:12][CH2:13][C:14]3[CH:19]=[CH:18][C:17]([O:20][CH3:21])=[CH:16][CH:15]=3)=[CH:11][C:2]([N:29]3[CH:30]=[CH:31][C:27]([C:26]([F:33])([F:32])[F:25])=[N:28]3)=[N:3]2)=[CH:8][CH:7]=1. The yield is 0.190.